From a dataset of Forward reaction prediction with 1.9M reactions from USPTO patents (1976-2016). Predict the product of the given reaction. (1) Given the reactants [O:1]=[C:2]1[O:6][C@H:5]([C:7](Cl)=[O:8])[CH2:4][CH2:3]1.[CH2:10]([Mg]Br)[CH3:11], predict the reaction product. The product is: [C:7]([C@H:5]1[O:6][C:2](=[O:1])[CH2:3][CH2:4]1)(=[O:8])[CH2:10][CH3:11]. (2) Given the reactants [NH2:1][C:2]1[CH:29]=[CH:28][C:5]([CH2:6][C@H:7]([N:10]([CH2:18][C@@H:19]([C:21]2[CH:26]=[CH:25][CH:24]=[C:23]([Cl:27])[CH:22]=2)[OH:20])[C:11](=[O:17])[O:12][C:13]([CH3:16])([CH3:15])[CH3:14])[CH2:8][OH:9])=[CH:4][CH:3]=1.[C:30]1([C:36]2[C:37]([C:41](O)=[O:42])=[CH:38][NH:39][CH:40]=2)[CH:35]=[CH:34][CH:33]=[CH:32][CH:31]=1.O.ON1C2C=CC=CC=2N=N1.Cl.CN(C)CCCN=C=NCC, predict the reaction product. The product is: [Cl:27][C:23]1[CH:22]=[C:21]([C@@H:19]([OH:20])[CH2:18][N:10]([C@@H:7]([CH2:6][C:5]2[CH:4]=[CH:3][C:2]([NH:1][C:41]([C:37]3[C:36]([C:30]4[CH:31]=[CH:32][CH:33]=[CH:34][CH:35]=4)=[CH:40][NH:39][CH:38]=3)=[O:42])=[CH:29][CH:28]=2)[CH2:8][OH:9])[C:11](=[O:17])[O:12][C:13]([CH3:16])([CH3:14])[CH3:15])[CH:26]=[CH:25][CH:24]=1. (3) Given the reactants [CH:1]1[C:13]2[CH:12]([CH2:14][O:15][C:16]([NH:18][C@H:19]([C:28](=[O:35])[N:29]3[CH2:34][CH2:33][CH2:32][CH2:31][CH2:30]3)[CH2:20][C:21]([O:23]C(C)(C)C)=[O:22])=[O:17])[C:11]3[C:6](=[CH:7][CH:8]=[CH:9][CH:10]=3)[C:5]=2[CH:4]=[CH:3][CH:2]=1.FC(F)(F)C(O)=[O:39].C(N(CC)CC)C, predict the reaction product. The product is: [CH:10]1[C:11]2[CH:12]([CH2:14][O:15][C:16]([NH:18][C@H:19]([C:28](=[O:35])[N:29]3[CH2:30][CH2:31][CH2:32][CH2:33][CH2:34]3)[CH2:20][C:21]([OH:23])=[O:22])=[O:17])[C:13]3[C:5](=[CH:4][CH:3]=[CH:2][CH:1]=3)[C:6]=2[CH:7]=[CH:8][CH:9]=1.[NH:18]([C:16]([O:15][CH2:14][CH:12]1[C:11]2[C:6](=[CH:7][CH:8]=[CH:9][CH:10]=2)[C:5]2[C:13]1=[CH:1][CH:2]=[CH:3][CH:4]=2)=[O:17])[C@H:19]([C:28]([OH:39])=[O:35])[CH2:20][C:21](=[O:22])[OH:23]. (4) Given the reactants [CH:1]([C:3]1[CH:8]=[CH:7][N:6]=[C:5]([CH2:9][O:10][C:11]([C@@H:13]2[CH2:18][CH2:17][CH2:16][N:15]([C:19](=[O:51])[C@@H:20]([NH:36][C:37](=[O:50])[C@@H:38]([NH:42][C:43](OC(C)(C)C)=[O:44])[CH:39]([CH3:41])[CH3:40])[CH2:21][C:22]3[CH:27]=[CH:26][CH:25]=[C:24]([O:28][Si:29]([C:32]([CH3:35])([CH3:34])[CH3:33])([CH3:31])[CH3:30])[CH:23]=3)[NH:14]2)=[O:12])[CH:4]=1)=[CH2:2].FC(F)(F)S(O[Si](C)(C)C)(=O)=O.C(N(CC)C(C)C)(C)C, predict the reaction product. The product is: [CH:1]([C:3]1[CH:8]=[CH:7][N:6]=[C:5]([CH2:9][O:10][C:11]([C@@H:13]2[CH2:18][CH2:17][CH2:16][N:15]([C:19](=[O:51])[C@@H:20]([NH:36][C:37](=[O:50])[C@@H:38]([NH:42][CH:43]=[O:44])[CH:39]([CH3:41])[CH3:40])[CH2:21][C:22]3[CH:27]=[CH:26][CH:25]=[C:24]([O:28][Si:29]([C:32]([CH3:33])([CH3:34])[CH3:35])([CH3:31])[CH3:30])[CH:23]=3)[NH:14]2)=[O:12])[CH:4]=1)=[CH2:2]. (5) Given the reactants [O:1]=[C:2]1[NH:6][C:5](=[O:7])[C:4](=[CH:8][C:9]2[CH:14]=[CH:13][C:12]([C:15]3[CH:20]=[CH:19][CH:18]=[C:17]([CH2:21][NH:22][C:23](=[O:29])[O:24][C:25]([CH3:28])([CH3:27])[CH3:26])[CH:16]=3)=[CH:11][CH:10]=2)[S:3]1.N1C=CC=CC=1.[Li+].[BH4-].Cl, predict the reaction product. The product is: [O:1]=[C:2]1[NH:6][C:5](=[O:7])[CH:4]([CH2:8][C:9]2[CH:10]=[CH:11][C:12]([C:15]3[CH:20]=[CH:19][CH:18]=[C:17]([CH2:21][NH:22][C:23](=[O:29])[O:24][C:25]([CH3:27])([CH3:26])[CH3:28])[CH:16]=3)=[CH:13][CH:14]=2)[S:3]1. (6) Given the reactants [F:1][CH2:2][C@@:3]1([C:48]([O:50][CH2:51][C:52]2[CH:57]=[CH:56][CH:55]=[CH:54][CH:53]=2)=[O:49])[CH2:8][CH2:7][C:6]([C:9]2[C:10]([CH3:47])([CH3:46])[C@H:11]3[C@:24]([CH3:27])([CH2:25][CH:26]=2)[C@@H:23]2[C@:14]([CH3:45])([C@@:15]4([CH3:44])[C@H:20]([CH2:21][CH2:22]2)[C@H:19]2[C@H:28]([C:31]([CH3:33])=[CH2:32])[CH2:29][CH2:30][C@:18]2([NH:34][CH:35]([CH2:40][N+:41]([O-])=O)[C:36]([F:39])([F:38])[F:37])[CH2:17][CH2:16]4)[CH2:13][CH2:12]3)=[CH:5][CH2:4]1.Cl.CO, predict the reaction product. The product is: [NH2:41][CH2:40][CH:35]([NH:34][C@:18]12[CH2:30][CH2:29][C@@H:28]([C:31]([CH3:33])=[CH2:32])[C@@H:19]1[C@@H:20]1[C@@:15]([CH3:44])([CH2:16][CH2:17]2)[C@@:14]2([CH3:45])[C@@H:23]([C@:24]3([CH3:27])[C@@H:11]([CH2:12][CH2:13]2)[C:10]([CH3:47])([CH3:46])[C:9]([C:6]2[CH2:7][CH2:8][C@@:3]([CH2:2][F:1])([C:48]([O:50][CH2:51][C:52]4[CH:57]=[CH:56][CH:55]=[CH:54][CH:53]=4)=[O:49])[CH2:4][CH:5]=2)=[CH:26][CH2:25]3)[CH2:22][CH2:21]1)[C:36]([F:37])([F:38])[F:39]. (7) Given the reactants [NH2:1][C:2]1[CH:10]=[CH:9][C:8]([O:11][CH3:12])=[CH:7][C:3]=1[C:4]([NH2:6])=O.[Cl:13][C:14]1[CH:22]=[CH:21][CH:20]=[CH:19][C:15]=1[C:16](Cl)=O.[CH3:23][N:24]1[CH2:29][CH2:28][NH:27][CH2:26][CH2:25]1, predict the reaction product. The product is: [Cl:13][C:14]1[CH:22]=[CH:21][CH:20]=[CH:19][C:15]=1[C:16]1[N:6]=[C:4]([N:27]2[CH2:28][CH2:29][N:24]([CH3:23])[CH2:25][CH2:26]2)[C:3]2[C:2](=[CH:10][CH:9]=[C:8]([O:11][CH3:12])[CH:7]=2)[N:1]=1.